Dataset: Peptide-MHC class I binding affinity with 185,985 pairs from IEDB/IMGT. Task: Regression. Given a peptide amino acid sequence and an MHC pseudo amino acid sequence, predict their binding affinity value. This is MHC class I binding data. (1) The binding affinity (normalized) is 0.624. The MHC is HLA-A30:02 with pseudo-sequence HLA-A30:02. The peptide sequence is VLVGVVTLY. (2) The peptide sequence is SYFPDSNNV. The MHC is HLA-A29:02 with pseudo-sequence HLA-A29:02. The binding affinity (normalized) is 0.0847.